This data is from Full USPTO retrosynthesis dataset with 1.9M reactions from patents (1976-2016). The task is: Predict the reactants needed to synthesize the given product. Given the product [CH:9]12[CH2:8][CH:12]([CH:11]=[CH:10]1)[CH2:13][CH:14]2[C:44]([OH:45])=[O:33].[CH2:2]=[CH2:3], predict the reactants needed to synthesize it. The reactants are: O[C:2]1C=CC(C(=O)C=[CH:8][C:9]2[CH:14]=[CH:13][C:12](OC)=[CH:11][CH:10]=2)=C[CH:3]=1.C(Cl)CCl.C1C=CC2N([OH:33])N=NC=2C=1.C(N(CC)CC)C.CN([CH:44]=[O:45])C.